From a dataset of Forward reaction prediction with 1.9M reactions from USPTO patents (1976-2016). Predict the product of the given reaction. (1) Given the reactants [NH:1]([C:3]1[CH:4]=[N:5][CH:6]=[CH:7][CH:8]=1)[NH2:2].[Cl:9][C:10]1[CH:11]=[C:12]([CH:24]=[CH:25][CH:26]=1)[C:13]([CH:15]([C:21](=O)[CH3:22])[CH2:16][C:17]([O:19][CH3:20])=[O:18])=O, predict the reaction product. The product is: [Cl:9][C:10]1[CH:11]=[C:12]([C:13]2[N:1]([C:3]3[CH:4]=[N:5][CH:6]=[CH:7][CH:8]=3)[N:2]=[C:21]([CH3:22])[C:15]=2[CH2:16][C:17]([O:19][CH3:20])=[O:18])[CH:24]=[CH:25][CH:26]=1. (2) Given the reactants [CH3:1][C:2]1[CH:11]=[C:10]([CH3:12])[CH:9]=[C:8]2[C:3]=1[CH2:4][CH2:5][CH2:6][C:7]2=[N:13][C@@H:14]([C:17]1[CH:22]=[CH:21][CH:20]=[CH:19][CH:18]=1)[CH2:15][OH:16].[C:23]([OH:26])(=O)[CH3:24].[BH4-].[Na+].C([O-])(O)=O.[Na+], predict the reaction product. The product is: [CH3:1][C:2]1[CH:11]=[C:10]([CH3:12])[CH:9]=[C:8]2[C:3]=1[CH2:4][CH2:5][CH2:6][C@H:7]2[NH:13][C@@H:14]([C:17]1[CH:18]=[CH:19][CH:20]=[CH:21][CH:22]=1)[CH2:15][OH:16].[C:23]1(=[O:26])[C:24]2[C:4](=[CH:3][CH:2]=[CH:11][CH:10]=2)[CH2:5][CH2:6][CH2:7]1. (3) Given the reactants [Br:1][C:2]1[CH:9]=[CH:8][C:5]([CH:6]=[O:7])=[CH:4][CH:3]=1.O.C1(C)C=CC(S(O)(=O)=O)=CC=1.[CH2:22](O)[CH2:23][OH:24].O, predict the reaction product. The product is: [Br:1][C:2]1[CH:9]=[CH:8][C:5]([CH:6]2[O:24][CH2:23][CH2:22][O:7]2)=[CH:4][CH:3]=1. (4) Given the reactants [S:1]1[C:5]2[CH:6]=[CH:7][CH:8]=[CH:9][C:4]=2[N:3]=[C:2]1[C:10]([C:12]1[CH:13]=[C:14]([CH3:18])[CH:15]=[CH:16][CH:17]=1)=O.[NH2:19][CH:20]1[CH2:25][CH2:24][N:23]([CH3:26])[CH2:22][CH2:21]1, predict the reaction product. The product is: [S:1]1[C:5]2[CH:6]=[CH:7][CH:8]=[CH:9][C:4]=2[N:3]=[C:2]1[C:10](=[N:19][CH:20]1[CH2:25][CH2:24][N:23]([CH3:26])[CH2:22][CH2:21]1)[C:12]1[CH:13]=[C:14]([CH3:18])[CH:15]=[CH:16][CH:17]=1. (5) The product is: [CH2:11]([O:10][C:5]1[CH:4]=[CH:3][C:2]([Br:1])=[CH:9][C:6]=1[CH:7]=[O:8])[C:12]1[CH:17]=[CH:16][CH:15]=[CH:14][CH:13]=1. Given the reactants [Br:1][C:2]1[CH:3]=[CH:4][C:5]([OH:10])=[C:6]([CH:9]=1)[CH:7]=[O:8].[CH2:11](Br)[C:12]1[CH:17]=[CH:16][CH:15]=[CH:14][CH:13]=1, predict the reaction product. (6) Given the reactants Cl.[CH3:2][N:3]([CH3:7])[CH2:4][CH:5]=O.[C:8]([O:11][C@@H:12]([C@:23]12[CH2:58][C:57](=[O:59])[C:56]([CH:60]([CH3:62])[CH3:61])=[C:24]1[C@@H:25]1[C@@:38]([CH3:41])([CH2:39][CH2:40]2)[C@@:37]2([CH3:42])[C@@H:28]([C@:29]3([CH3:55])[C@@H:34]([CH2:35][CH2:36]2)[C:33]([CH3:44])([CH3:43])[C@@H:32]([O:45][C:46](=[O:54])[CH2:47][C:48]([CH3:53])([CH3:52])[C:49]([OH:51])=[O:50])[CH2:31][CH2:30]3)[CH2:27][CH2:26]1)[CH2:13][NH:14][CH2:15][C:16]1[CH:21]=[CH:20][C:19]([Cl:22])=[CH:18][CH:17]=1)(=[O:10])[CH3:9].C([BH3-])#N.[Na+], predict the reaction product. The product is: [C:8]([O:11][C@@H:12]([C@:23]12[CH2:58][C:57](=[O:59])[C:56]([CH:60]([CH3:62])[CH3:61])=[C:24]1[C@@H:25]1[C@@:38]([CH3:41])([CH2:39][CH2:40]2)[C@@:37]2([CH3:42])[C@@H:28]([C@:29]3([CH3:55])[C@@H:34]([CH2:35][CH2:36]2)[C:33]([CH3:44])([CH3:43])[C@@H:32]([O:45][C:46](=[O:54])[CH2:47][C:48]([CH3:52])([CH3:53])[C:49]([OH:51])=[O:50])[CH2:31][CH2:30]3)[CH2:27][CH2:26]1)[CH2:13][N:14]([CH2:15][C:16]1[CH:17]=[CH:18][C:19]([Cl:22])=[CH:20][CH:21]=1)[CH2:5][CH2:4][N:3]([CH3:7])[CH3:2])(=[O:10])[CH3:9]. (7) Given the reactants [CH:1]([N:4]1[CH2:9][CH2:8][CH:7]([O:10][C:11]2[CH:19]=[CH:18][C:17]3[N:16]4[C@H:20]([CH3:25])[CH2:21][NH:22][C:23](=[O:24])[C:15]4=[CH:14][C:13]=3[CH:12]=2)[CH2:6][CH2:5]1)([CH3:3])[CH3:2].[H-].[Na+].Cl[CH2:29][C:30]1[N:34]=[C:33]([C:35]2[CH:40]=[CH:39][CH:38]=[CH:37][CH:36]=2)[O:32][N:31]=1, predict the reaction product. The product is: [CH:1]([N:4]1[CH2:9][CH2:8][CH:7]([O:10][C:11]2[CH:19]=[CH:18][C:17]3[N:16]4[C@H:20]([CH3:25])[CH2:21][N:22]([CH2:29][C:30]5[N:34]=[C:33]([C:35]6[CH:36]=[CH:37][CH:38]=[CH:39][CH:40]=6)[O:32][N:31]=5)[C:23](=[O:24])[C:15]4=[CH:14][C:13]=3[CH:12]=2)[CH2:6][CH2:5]1)([CH3:3])[CH3:2]. (8) Given the reactants [CH2:1]([C:8]1[N:9]=[C:10]([NH2:13])[NH:11][N:12]=1)[C:2]1[CH:7]=[CH:6][CH:5]=[CH:4][CH:3]=1.[O:14]1[CH2:19][CH2:18][O:17][C:16]2[CH:20]=[C:21]([C:24](=O)[CH2:25][C:26](OCC)=[O:27])[CH:22]=[CH:23][C:15]1=2, predict the reaction product. The product is: [CH2:1]([C:8]1[N:9]=[C:10]2[NH:13][C:24]([C:21]3[CH:22]=[CH:23][C:15]4[O:14][CH2:19][CH2:18][O:17][C:16]=4[CH:20]=3)=[CH:25][C:26](=[O:27])[N:11]2[N:12]=1)[C:2]1[CH:3]=[CH:4][CH:5]=[CH:6][CH:7]=1.